Dataset: Forward reaction prediction with 1.9M reactions from USPTO patents (1976-2016). Task: Predict the product of the given reaction. (1) Given the reactants O[C:2]1[CH:7]=[CH:6][CH:5]=[C:4]([N+:8]([O-:10])=[O:9])[C:3]=1[NH:11][C:12](=[O:25])[CH2:13][C:14]1[CH:19]=[CH:18][CH:17]=[CH:16][C:15]=1[N:20]1[CH:24]=[N:23][N:22]=[N:21]1, predict the reaction product. The product is: [N+:8]([C:4]1[C:3]2[N:11]=[C:12]([CH2:13][C:14]3[CH:19]=[CH:18][CH:17]=[CH:16][C:15]=3[N:20]3[CH:24]=[N:23][N:22]=[N:21]3)[O:25][C:2]=2[CH:7]=[CH:6][CH:5]=1)([O-:10])=[O:9]. (2) Given the reactants S(Cl)([Cl:3])=O.[Cl:5][C:6]1[CH:11]=[CH:10][CH:9]=[CH:8][C:7]=1[C:12]1[N:13]([C:20]2[CH:25]=[CH:24][C:23]([Cl:26])=[CH:22][CH:21]=2)[CH:14]=[C:15]([C:17](O)=[O:18])[N:16]=1, predict the reaction product. The product is: [Cl:5][C:6]1[CH:11]=[CH:10][CH:9]=[CH:8][C:7]=1[C:12]1[N:13]([C:20]2[CH:25]=[CH:24][C:23]([Cl:26])=[CH:22][CH:21]=2)[CH:14]=[C:15]([C:17]([Cl:3])=[O:18])[N:16]=1. (3) Given the reactants [CH3:1][C:2]1[CH:3]=[C:4]([C:9]2[C:13]([CH:14]=O)=[C:12]([OH:16])[N:11]([CH3:17])[N:10]=2)[CH:5]=[C:6]([CH3:8])[CH:7]=1.C(=O)(O)[O-].[Na+], predict the reaction product. The product is: [CH3:8][C:6]1[CH:5]=[C:4]([C:9]2[C:13]([CH3:14])=[C:12]([OH:16])[N:11]([CH3:17])[N:10]=2)[CH:3]=[C:2]([CH3:1])[CH:7]=1. (4) Given the reactants [F:1][C:2]1[CH:8]=[CH:7][C:5]([NH2:6])=[C:4]([C:9]([F:12])([F:11])[F:10])[CH:3]=1.[CH3:13][C:14](=O)[CH2:15][CH2:16][C:17](=O)[CH3:18], predict the reaction product. The product is: [F:1][C:2]1[CH:8]=[CH:7][C:5]([N:6]2[C:17]([CH3:18])=[CH:16][CH:15]=[C:14]2[CH3:13])=[C:4]([C:9]([F:10])([F:11])[F:12])[CH:3]=1. (5) Given the reactants Cl[C:2]1[N:27]=[C:26]([CH3:28])[CH:25]=[CH:24][C:3]=1[C:4]([NH:6][C:7]1[CH:12]=[CH:11][C:10]([N:13]([CH:22]=[O:23])[CH2:14][CH2:15][C:16]2[CH:21]=[CH:20][CH:19]=[CH:18][N:17]=2)=[CH:9][CH:8]=1)=[O:5].[CH3:29][CH:30]1[CH2:35][CH2:34][NH:33][CH2:32][CH2:31]1.C(OCC)(=O)C.O, predict the reaction product. The product is: [CH:22]([N:13]([CH2:14][CH2:15][C:16]1[CH:21]=[CH:20][CH:19]=[CH:18][N:17]=1)[C:10]1[CH:11]=[CH:12][C:7]([NH:6][C:4](=[O:5])[C:3]2[CH:24]=[CH:25][C:26]([CH3:28])=[N:27][C:2]=2[N:33]2[CH2:34][CH2:35][CH:30]([CH3:29])[CH2:31][CH2:32]2)=[CH:8][CH:9]=1)=[O:23]. (6) The product is: [NH:40]1[C:48]2[C:43](=[C:44]([C:2]3[CH:3]=[C:4]4[C:31](=[CH:32][CH:33]=3)[O:30][CH2:29][C:25]3([CH2:28][O:27][CH2:26]3)[C:5]34[CH2:9][O:8][C:7]([NH2:10])=[N:6]3)[CH:45]=[CH:46][CH:47]=2)[CH:42]=[N:41]1. Given the reactants Br[C:2]1[CH:3]=[C:4]2[C:31](=[CH:32][CH:33]=1)[O:30][CH2:29][C:25]1([CH2:28][O:27][CH2:26]1)[C:5]12[CH2:9][O:8][C:7]([N:10](C(OC(C)(C)C)=O)C(OC(C)(C)C)=O)=[N:6]1.O1CCOCC1.[NH:40]1[C:48]2[C:43](=[C:44](B(O)O)[CH:45]=[CH:46][CH:47]=2)[CH:42]=[N:41]1.C([O-])([O-])=O.[K+].[K+], predict the reaction product. (7) Given the reactants [Br:1][C:2]1[CH:3]=[C:4]2[C:8](=[CH:9][CH:10]=1)[C:7](=O)[CH:6]([C:12]([O:14][CH2:15][CH3:16])=[O:13])[CH2:5]2.[SiH](CC)(CC)CC, predict the reaction product. The product is: [Br:1][C:2]1[CH:3]=[C:4]2[C:8](=[CH:9][CH:10]=1)[CH2:7][CH:6]([C:12]([O:14][CH2:15][CH3:16])=[O:13])[CH2:5]2. (8) Given the reactants [N:1]([C@@H:4]1[C@H:9]([N:10]=[N+]=[N-])[CH2:8][CH2:7][CH2:6][C@@H:5]1[O:13][CH2:14][C:15]1[CH:20]=[CH:19][CH:18]=[CH:17][CH:16]=1)=[N+]=[N-], predict the reaction product. The product is: [CH2:14]([O:13][C@H:5]1[CH2:6][CH2:7][CH2:8][C@@H:9]([NH2:10])[C@H:4]1[NH2:1])[C:15]1[CH:16]=[CH:17][CH:18]=[CH:19][CH:20]=1. (9) Given the reactants [C:1](Cl)(=[O:4])[CH:2]=[CH2:3].[Cl:6][C:7]1[C:8]([C:31]2[C:39]3[C:34](=[CH:35][CH:36]=[CH:37][CH:38]=3)[N:33]([CH3:40])[CH:32]=2)=[N:9][C:10]([NH:13][C:14]2[C:19]([O:20][CH3:21])=[CH:18][C:17]([N:22]3[CH2:26][CH2:25][C@@H:24]([N:27]([CH3:29])[CH3:28])[CH2:23]3)=[C:16]([NH2:30])[CH:15]=2)=[N:11][CH:12]=1.CCN(C(C)C)C(C)C, predict the reaction product. The product is: [Cl:6][C:7]1[C:8]([C:31]2[C:39]3[C:34](=[CH:35][CH:36]=[CH:37][CH:38]=3)[N:33]([CH3:40])[CH:32]=2)=[N:9][C:10]([NH:13][C:14]2[C:19]([O:20][CH3:21])=[CH:18][C:17]([N:22]3[CH2:26][CH2:25][C@@H:24]([N:27]([CH3:29])[CH3:28])[CH2:23]3)=[C:16]([NH:30][C:1](=[O:4])[CH:2]=[CH2:3])[CH:15]=2)=[N:11][CH:12]=1. (10) Given the reactants [CH3:1][C:2]1([CH3:19])[C:6]2[CH:7]=[C:8]([O:11][C:12]3[CH:18]=[CH:17][C:15]([NH2:16])=[CH:14][CH:13]=3)[CH:9]=[CH:10][C:5]=2[CH2:4][O:3]1.Cl.C[NH:22][C@@:23]([C:27](O)=[O:28])([CH3:26])[CH2:24][CH3:25].C(P1(=O)OP(CCC)(=O)OP(CCC)(=O)O1)CC.C([O-])([O-])=O.[Na+].[Na+], predict the reaction product. The product is: [NH2:22][C@:23]([CH3:26])([CH2:24][CH3:25])[C:27]([NH:16][C:15]1[CH:17]=[CH:18][C:12]([O:11][C:8]2[CH:7]=[C:6]3[C:5](=[CH:10][CH:9]=2)[CH2:4][O:3][C:2]3([CH3:19])[CH3:1])=[CH:13][CH:14]=1)=[O:28].